From a dataset of Reaction yield outcomes from USPTO patents with 853,638 reactions. Predict the reaction yield, written as a fraction of the theoretical maximum amount of product (1.0 means a 100% yield; for example, 0.34 means a 34% yield). (1) The reactants are [OH:1][CH2:2][C:3]1[CH:8]=[CH:7][C:6](B(O)O)=[CH:5][CH:4]=1.Br[C:13]1[CH:18]=[CH:17][C:16]([O:19][CH2:20][CH:21]2[CH2:26][CH2:25][N:24]([C:27]([O:29][CH:30]([CH3:32])[CH3:31])=[O:28])[CH2:23][CH2:22]2)=[CH:15][CH:14]=1. No catalyst specified. The product is [OH:1][CH2:2][C:3]1[CH:8]=[CH:7][C:6]([C:13]2[CH:14]=[CH:15][C:16]([O:19][CH2:20][CH:21]3[CH2:22][CH2:23][N:24]([C:27]([O:29][CH:30]([CH3:32])[CH3:31])=[O:28])[CH2:25][CH2:26]3)=[CH:17][CH:18]=2)=[CH:5][CH:4]=1. The yield is 0.0400. (2) The reactants are [S:1]1[C:5]([C:6]2[C:11](Br)=[CH:10][N:9]=[C:8]([NH:13][CH2:14][CH2:15][N:16]3[C:20]([CH3:22])([CH3:21])[C:19](=[O:23])[NH:18][C:17]3=[O:24])[N:7]=2)=[CH:4][C:3]2[CH:25]=[CH:26][CH:27]=[CH:28][C:2]1=2.[C:29]1(B(O)O)[CH:34]=[CH:33][CH:32]=[CH:31][CH:30]=1.C(=O)([O-])[O-].[Na+].[Na+].O1CCOCC1. The catalyst is C(OCC)(=O)C.C1C=CC([P]([Pd]([P](C2C=CC=CC=2)(C2C=CC=CC=2)C2C=CC=CC=2)([P](C2C=CC=CC=2)(C2C=CC=CC=2)C2C=CC=CC=2)[P](C2C=CC=CC=2)(C2C=CC=CC=2)C2C=CC=CC=2)(C2C=CC=CC=2)C2C=CC=CC=2)=CC=1. The product is [S:1]1[C:5]([C:6]2[C:11]([C:29]3[CH:34]=[CH:33][CH:32]=[CH:31][CH:30]=3)=[CH:10][N:9]=[C:8]([NH:13][CH2:14][CH2:15][N:16]3[C:20]([CH3:22])([CH3:21])[C:19](=[O:23])[NH:18][C:17]3=[O:24])[N:7]=2)=[CH:4][C:3]2[CH:25]=[CH:26][CH:27]=[CH:28][C:2]1=2. The yield is 0.170. (3) The reactants are Br[C:2]1[CH:7]=[C:6]([O:8][CH2:9][CH3:10])[C:5]([C:11]([F:14])([F:13])[F:12])=[CH:4][C:3]=1[N+:15]([O-:17])=[O:16].[C:18]([Cu])#[N:19].Cl. The catalyst is CN1C(=O)CCC1. The product is [CH2:9]([O:8][C:6]1[C:5]([C:11]([F:14])([F:13])[F:12])=[CH:4][C:3]([N+:15]([O-:17])=[O:16])=[C:2]([CH:7]=1)[C:18]#[N:19])[CH3:10]. The yield is 0.910. (4) The reactants are [CH3:1][C:2]1[C:3]([CH3:27])=[CH:4][C:5]2[N:14]([CH2:15][CH2:16][CH2:17][CH2:18][CH2:19][CH2:20][C:21](O)=[O:22])[C:13]3[C:8]([C:9](=[O:25])[NH:10][C:11](=[O:24])[N:12]=3)=[N:7][C:6]=2[CH:26]=1.[CH3:28][N:29](C(ON1N=NC2C=CC=CC1=2)=[N+](C)C)C.F[P-](F)(F)(F)(F)F.CCN(C(C)C)C(C)C.CN.C1COCC1. The catalyst is CN(C=O)C. The product is [CH3:1][C:2]1[C:3]([CH3:27])=[CH:4][C:5]2[N:14]([CH2:15][CH2:16][CH2:17][CH2:18][CH2:19][CH2:20][C:21]([NH:29][CH3:28])=[O:22])[C:13]3[C:8]([C:9](=[O:25])[NH:10][C:11](=[O:24])[N:12]=3)=[N:7][C:6]=2[CH:26]=1. The yield is 0.680.